This data is from Ames mutagenicity test results for genotoxicity prediction. The task is: Regression/Classification. Given a drug SMILES string, predict its toxicity properties. Task type varies by dataset: regression for continuous values (e.g., LD50, hERG inhibition percentage) or binary classification for toxic/non-toxic outcomes (e.g., AMES mutagenicity, cardiotoxicity, hepatotoxicity). Dataset: ames. The molecule is Cc1nc2c3c(ccc4ccc(O)cc43)ccc2n1C. The result is 1 (mutagenic).